From a dataset of Catalyst prediction with 721,799 reactions and 888 catalyst types from USPTO. Predict which catalyst facilitates the given reaction. (1) Reactant: [C:1]1([S:11]([NH:14][C@@H:15]([CH2:19][NH:20][C:21](=[O:39])[C:22]2[CH:27]=[CH:26][C:25]([CH2:28][CH2:29][C:30](=[O:38])[NH:31][C:32]3[NH:33][CH2:34][CH2:35][CH2:36][N:37]=3)=[CH:24][CH:23]=2)[C:16]([OH:18])=[O:17])(=[O:13])=[O:12])[C:10]2[C:5](=[CH:6][CH:7]=[CH:8][CH:9]=2)[CH:4]=[CH:3][CH:2]=1.[CH2:40](O)[CH3:41]. Product: [CH2:40]([O:17][C:16](=[O:18])[C@@H:15]([NH:14][S:11]([C:1]1[C:10]2[C:5](=[CH:6][CH:7]=[CH:8][CH:9]=2)[CH:4]=[CH:3][CH:2]=1)(=[O:13])=[O:12])[CH2:19][NH:20][C:21](=[O:39])[C:22]1[CH:27]=[CH:26][C:25]([CH2:28][CH2:29][C:30](=[O:38])[NH:31][C:32]2[NH:37][CH2:36][CH2:35][CH2:34][N:33]=2)=[CH:24][CH:23]=1)[CH3:41]. The catalyst class is: 65. (2) Reactant: [OH:1][C:2]1[CH:3]=[C:4]([C:8]2([C:11]([NH2:13])=[O:12])[CH2:10][CH2:9]2)[CH:5]=[CH:6][CH:7]=1.F[C:15]1[CH:20]=[CH:19][C:18]([N+:21]([O-:23])=[O:22])=[CH:17][C:16]=1[CH3:24].C(=O)([O-])[O-].[K+].[K+].O. Product: [CH3:24][C:16]1[CH:17]=[C:18]([N+:21]([O-:23])=[O:22])[CH:19]=[CH:20][C:15]=1[O:1][C:2]1[CH:3]=[C:4]([C:8]2([C:11]([NH2:13])=[O:12])[CH2:10][CH2:9]2)[CH:5]=[CH:6][CH:7]=1. The catalyst class is: 9. (3) Reactant: [Si:1]([O:8][C@@H:9]1[C@@H:13]([CH2:14][O:15][Si:16]([C:19]([CH3:22])([CH3:21])[CH3:20])([CH3:18])[CH3:17])[O:12][C@@H:11]([N:23]2[C:33]3[N:32]=[CH:31][N:30]=[C:27]([O:28][CH3:29])[C:26]=3[N:25]=[CH:24]2)[CH2:10]1)([C:4]([CH3:7])([CH3:6])[CH3:5])([CH3:3])[CH3:2].N1(OC2C3N=CN(C=3N=CN=2)[C@@H]2O[C@H](CO[Si](C(C)(C)C)(C)C)[C@@H](O[Si](C(C)(C)C)(C)C)C2)C2C=CC=C[C:37]=2N=N1.C([O-])([O-])=O.[Cs+].[Cs+]. Product: [Si:1]([O:8][C@@H:9]1[C@@H:13]([CH2:14][O:15][Si:16]([C:19]([CH3:20])([CH3:21])[CH3:22])([CH3:18])[CH3:17])[O:12][C@@H:11]([N:23]2[C:33]3[N:32]=[CH:31][N:30]=[C:27]([O:28][CH2:29][CH3:37])[C:26]=3[N:25]=[CH:24]2)[CH2:10]1)([C:4]([CH3:6])([CH3:7])[CH3:5])([CH3:3])[CH3:2]. The catalyst class is: 14. (4) Reactant: [C:1]([CH2:4][CH2:5][C:6]1[C:7]([CH3:13])=[C:8]([CH:11]=O)[NH:9][CH:10]=1)([OH:3])=[O:2].[Br:14][C:15]1[CH:23]=[C:22]2[C:18]([CH2:19][C:20](=[O:24])[NH:21]2)=[CH:17][CH:16]=1. The catalyst class is: 495. Product: [Br:14][C:15]1[CH:23]=[C:22]2[C:18]([C:19](=[CH:11][C:8]3[NH:9][CH:10]=[C:6]([CH2:5][CH2:4][C:1]([OH:3])=[O:2])[C:7]=3[CH3:13])[C:20](=[O:24])[NH:21]2)=[CH:17][CH:16]=1.